From a dataset of Forward reaction prediction with 1.9M reactions from USPTO patents (1976-2016). Predict the product of the given reaction. (1) Given the reactants [C:1]([NH:5][S:6]([C:9]1[C:10]([C:15]2[CH:20]=[CH:19][C:18]([NH:21][CH2:22][C:23]3[CH:24]=[N:25][C:26]([CH3:32])=[C:27]([OH:31])[C:28]=3[CH2:29][OH:30])=[CH:17][CH:16]=2)=[CH:11][CH:12]=[CH:13][CH:14]=1)(=[O:8])=[O:7])([CH3:4])([CH3:3])[CH3:2].Br[CH2:34][C:35]1[CH:40]=[CH:39][CH:38]=[C:37]([C:41]#[N:42])[CH:36]=1.C(=O)([O-])[O-].[K+].[K+], predict the reaction product. The product is: [C:1]([NH:5][S:6]([C:9]1[C:10]([C:15]2[CH:16]=[CH:17][C:18]([NH:21][CH2:22][C:23]3[CH:24]=[N:25][C:26]([CH3:32])=[C:27]([O:31][CH2:34][C:35]4[CH:40]=[CH:39][CH:38]=[C:37]([C:41]#[N:42])[CH:36]=4)[C:28]=3[CH2:29][OH:30])=[CH:19][CH:20]=2)=[CH:11][CH:12]=[CH:13][CH:14]=1)(=[O:8])=[O:7])([CH3:4])([CH3:3])[CH3:2]. (2) Given the reactants [C:1]1([C:7]2[NH:11][CH:10]=[C:9]([C:12]([O:14][CH2:15][CH3:16])=[O:13])[CH:8]=2)[CH:6]=[CH:5][CH:4]=[CH:3][CH:2]=1.[H-].[Na+].C1OCCOCCOCCOCCOC1.Cl[C:35]1[N:40]=[N:39][C:38]([S:41](F)(=[O:43])=[O:42])=[CH:37][CH:36]=1.NN.C(=O)([O-])O.[Na+], predict the reaction product. The product is: [C:1]1([C:7]2[N:11]([S:41]([C:38]3[N:39]=[N:40][CH:35]=[CH:36][CH:37]=3)(=[O:43])=[O:42])[CH:10]=[C:9]([C:12]([O:14][CH2:15][CH3:16])=[O:13])[CH:8]=2)[CH:2]=[CH:3][CH:4]=[CH:5][CH:6]=1. (3) Given the reactants [CH3:1][O:2][C:3]([CH:5]1[CH2:10][NH:9][CH:8]([C:11]([OH:13])=[O:12])[CH2:7][CH2:6]1)=[O:4].[OH-].[Na+].[C:16](O[C:16]([O:18][C:19]([CH3:22])([CH3:21])[CH3:20])=[O:17])([O:18][C:19]([CH3:22])([CH3:21])[CH3:20])=[O:17], predict the reaction product. The product is: [C:19]([O:18][C:16]([N:9]1[CH2:10][CH:5]([C:3]([O:2][CH3:1])=[O:4])[CH2:6][CH2:7][CH:8]1[C:11]([OH:13])=[O:12])=[O:17])([CH3:22])([CH3:21])[CH3:20]. (4) The product is: [OH:1][CH2:2][CH:3]([N:8]1[C:12]2[CH:13]=[CH:14][CH:15]=[CH:16][C:11]=2[S:10][C:9]1=[N:17][C:18](=[O:26])[C:19]1[CH:20]=[CH:21][C:22]([CH3:25])=[CH:23][CH:24]=1)[C:4]([OH:6])=[O:5]. Given the reactants [OH:1][CH2:2][CH:3]([N:8]1[C:12]2[CH:13]=[CH:14][CH:15]=[CH:16][C:11]=2[S:10][C:9]1=[N:17][C:18](=[O:26])[C:19]1[CH:24]=[CH:23][C:22]([CH3:25])=[CH:21][CH:20]=1)[C:4]([O:6]C)=[O:5].[OH-].[Na+], predict the reaction product. (5) Given the reactants Cl[C:2]1[N:11]=[C:10]([NH:12][CH2:13][CH:14]([C:21]2[CH:26]=[CH:25][CH:24]=[CH:23][CH:22]=2)[C:15]2[CH:20]=[CH:19][CH:18]=[CH:17][CH:16]=2)[C:9]2[C:4](=[CH:5][CH:6]=[CH:7][CH:8]=2)[N:3]=1.[N:27]1([C:32]2[N:37]=[CH:36][C:35](B(O)O)=[CH:34][N:33]=2)[CH2:31][CH2:30][CH2:29][CH2:28]1.C(NC1C2C(=CC=CC=2)N=C(C2SC3C=CC=CC=3C=2)N=1)(C1C=CC=CC=1)C1C=CC=CC=1, predict the reaction product. The product is: [C:15]1([CH:14]([C:21]2[CH:26]=[CH:25][CH:24]=[CH:23][CH:22]=2)[CH2:13][NH:12][C:10]2[C:9]3[C:4](=[CH:5][CH:6]=[CH:7][CH:8]=3)[N:3]=[C:2]([C:35]3[CH:36]=[N:37][C:32]([N:27]4[CH2:28][CH2:29][CH2:30][CH2:31]4)=[N:33][CH:34]=3)[N:11]=2)[CH:20]=[CH:19][CH:18]=[CH:17][CH:16]=1. (6) Given the reactants [F:1][C:2]([F:36])([F:35])[C:3]1[CH:4]=[C:5]([C:13]([CH3:34])([CH3:33])[C:14]([N:16]([C:18]2[CH:19]=[N:20][C:21](Cl)=[CH:22][C:23]=2[C:24]2[CH:29]=[CH:28][C:27]([F:30])=[CH:26][C:25]=2[CH3:31])[CH3:17])=[O:15])[CH:6]=[C:7]([C:9]([F:12])([F:11])[F:10])[CH:8]=1.[CH3:37][C:38]([O:41][C:42]([NH:44][C@@H:45]([CH2:50][C:51]#[CH:52])[C:46]([O:48][CH3:49])=[O:47])=[O:43])([CH3:40])[CH3:39].C1(P(C2C=CC=CC=2)C2C=CC=CC=2)C=CC=CC=1.C(NC(C)C)(C)C, predict the reaction product. The product is: [F:1][C:2]([F:36])([F:35])[C:3]1[CH:4]=[C:5]([C:13]([CH3:34])([CH3:33])[C:14]([N:16]([CH3:17])[C:18]2[C:23]([C:24]3[CH:29]=[CH:28][C:27]([F:30])=[CH:26][C:25]=3[CH3:31])=[CH:22][C:21]([C:52]#[C:51][CH2:50][C@H:45]([NH:44][C:42]([O:41][C:38]([CH3:40])([CH3:39])[CH3:37])=[O:43])[C:46]([O:48][CH3:49])=[O:47])=[N:20][CH:19]=2)=[O:15])[CH:6]=[C:7]([C:9]([F:12])([F:11])[F:10])[CH:8]=1. (7) Given the reactants [Br:1][C:2]1[CH:7]=[CH:6][C:5]([O:8][CH3:9])=[CH:4][C:3]=1[CH3:10].[Br:11]N1C(=O)CCC1=O, predict the reaction product. The product is: [Br:1][C:2]1[CH:7]=[CH:6][C:5]([O:8][CH3:9])=[CH:4][C:3]=1[CH2:10][Br:11].